From a dataset of Catalyst prediction with 721,799 reactions and 888 catalyst types from USPTO. Predict which catalyst facilitates the given reaction. (1) Reactant: [CH3:1][O:2][C:3](=[O:15])[C:4]1[CH:9]=[CH:8][C:7]([CH2:10][O:11][CH2:12][CH2:13][OH:14])=[CH:6][CH:5]=1.[Si:16](Cl)([C:19]([CH3:22])([CH3:21])[CH3:20])([CH3:18])[CH3:17].N1C=CN=C1.CCCCC. Product: [CH3:1][O:2][C:3](=[O:15])[C:4]1[CH:5]=[CH:6][C:7]([CH2:10][O:11][CH2:12][CH2:13][O:14][Si:16]([C:19]([CH3:22])([CH3:21])[CH3:20])([CH3:18])[CH3:17])=[CH:8][CH:9]=1. The catalyst class is: 39. (2) Reactant: [C:1]1([CH2:7][CH2:8][CH2:9][CH2:10][C:11]([NH:13][C:14]2[CH:23]=[CH:22][C:17]([C:18](OC)=[O:19])=[CH:16][CH:15]=2)=[O:12])[CH:6]=[CH:5][CH:4]=[CH:3][CH:2]=1.O.[NH2:25][NH2:26]. Product: [C:1]1([CH2:7][CH2:8][CH2:9][CH2:10][C:11]([NH:13][C:14]2[CH:23]=[CH:22][C:17]([C:18]([NH:25][NH2:26])=[O:19])=[CH:16][CH:15]=2)=[O:12])[CH:6]=[CH:5][CH:4]=[CH:3][CH:2]=1. The catalyst class is: 5. (3) Reactant: C(=C1C2C(C)(C)C(C)(CC2)C1=O)C1C=CC=CC=1.C(C1C=CC=CC=1)(=O)C1C=CC=CC=1.C1(C2NC3C=CC=CC=3N=2)C=CC=CC=1.[CH:48](=[C:71]1[CH:76]2[C:77]([CH3:79])([CH3:78])[C:73]([CH2:80][S:81]([OH:84])(=[O:83])=[O:82])([CH2:74][CH2:75]2)[C:72]1=[O:85])[C:49]1[CH:54]=[CH:53][C:52]([CH:55]=[C:56]2[CH:61]3[C:62]([CH3:64])([CH3:63])[C:58]([CH2:65][S:66]([OH:69])(=[O:68])=[O:67])([CH2:59][CH2:60]3)[C:57]2=[O:70])=[CH:51][CH:50]=1. Product: [CH3:63][C:62]1([CH3:64])[CH:61]2[CH2:60][CH2:59][C:58]1([CH2:65][S:66]([OH:69])(=[O:68])=[O:67])[C:57](/[C:56]/2=[CH:55]/[C:52]1[CH:51]=[CH:50][C:49](/[CH:48]=[C:71]2/[C:72]([C:73]3([CH2:80][S:81]([OH:84])(=[O:83])=[O:82])[CH2:74][CH2:75][CH:76]/2[C:77]3([CH3:78])[CH3:79])=[O:85])=[CH:54][CH:53]=1)=[O:70]. The catalyst class is: 48. (4) Reactant: FC(F)(F)S(O[C:7]1[CH:12]=[CH:11][C:10]([C:13]2[N:14]([CH2:28][CH:29]3[CH2:34][CH2:33][CH2:32][CH2:31][CH2:30]3)[C:15]([CH3:27])=[C:16]([C:18](=[O:26])[NH:19][CH:20]3[CH2:25][CH2:24][O:23][CH2:22][CH2:21]3)[CH:17]=2)=[CH:9][C:8]=1[C:35]([CH3:38])([CH3:37])[CH3:36])(=O)=O.[CH:41]([N:44]1[C:48](B2OC(C)(C)C(C)(C)O2)=[CH:47][CH:46]=[N:45]1)([CH3:43])[CH3:42].C([O-])([O-])=O.[Cs+].[Cs+]. Product: [C:35]([C:8]1[CH:9]=[C:10]([C:13]2[N:14]([CH2:28][CH:29]3[CH2:34][CH2:33][CH2:32][CH2:31][CH2:30]3)[C:15]([CH3:27])=[C:16]([C:18]([NH:19][CH:20]3[CH2:21][CH2:22][O:23][CH2:24][CH2:25]3)=[O:26])[CH:17]=2)[CH:11]=[CH:12][C:7]=1[C:48]1[N:44]([CH:41]([CH3:43])[CH3:42])[N:45]=[CH:46][CH:47]=1)([CH3:36])([CH3:38])[CH3:37]. The catalyst class is: 117.